From a dataset of Full USPTO retrosynthesis dataset with 1.9M reactions from patents (1976-2016). Predict the reactants needed to synthesize the given product. (1) Given the product [F:35][C:12]1[CH:11]=[C:10]([CH:15]=[CH:14][C:13]=1[CH2:16][NH:17][C:18]([C:20]1[C:21]([O:26][C:27]2[CH:32]=[CH:31][CH:30]=[C:29]([C:33]#[N:34])[CH:28]=2)=[N:22][CH:23]=[CH:24][CH:25]=1)=[O:19])[O:9][CH:7]([CH3:8])[C:6]([OH:36])=[O:5], predict the reactants needed to synthesize it. The reactants are: C([O:5][C:6](=[O:36])[CH:7]([O:9][C:10]1[CH:15]=[CH:14][C:13]([CH2:16][NH:17][C:18]([C:20]2[C:21]([O:26][C:27]3[CH:32]=[CH:31][CH:30]=[C:29]([C:33]#[N:34])[CH:28]=3)=[N:22][CH:23]=[CH:24][CH:25]=2)=[O:19])=[C:12]([F:35])[CH:11]=1)[CH3:8])(C)(C)C.C(OC(=O)C(OC1C=CC(CNC(C2C(OC3C=CC4=NON=C4C=3)=NC=CC=2)=O)=C(F)C=1)C)(C)(C)C. (2) The reactants are: C(Cl)CCl.C1C=CC2N(O)N=NC=2C=1.[O:15]=[C:16]1[C:22]2[CH:23]=[CH:24][CH:25]=[CH:26][C:21]=2[NH:20][CH2:19][C@@H:18]2[CH2:27][CH2:28][C@H:29]([C:31]([OH:33])=[O:32])[CH2:30][N:17]12.[Cl:34][C:35]1[CH:36]=[C:37]([C:40](=[N:42]O)[NH2:41])[NH:38][CH:39]=1. Given the product [Cl:34][C:35]1[CH:36]=[C:37]([C:40](=[N:41][O:32][C:31]([C@@H:29]2[CH2:30][N:17]3[C@H:18]([CH2:19][NH:20][C:21]4[CH:26]=[CH:25][CH:24]=[CH:23][C:22]=4[C:16]3=[O:15])[CH2:27][CH2:28]2)=[O:33])[NH2:42])[NH:38][CH:39]=1, predict the reactants needed to synthesize it. (3) Given the product [Cl:14][CH:4]([C:6]1[CH:11]=[CH:10][C:9]([F:12])=[CH:8][C:7]=1[F:13])[CH2:3][CH2:2][Cl:1], predict the reactants needed to synthesize it. The reactants are: [Cl:1][CH2:2][CH2:3][CH:4]([C:6]1[CH:11]=[CH:10][C:9]([F:12])=[CH:8][C:7]=1[F:13])O.[ClH:14]. (4) Given the product [OH:22][C:19]([C:16]1[CH:17]=[CH:18][C:13]([C:12]([NH:11][C:4]2[CH:3]=[C:2]([N:26]3[CH2:27][CH2:28][CH2:29][CH:25]3[CH3:24])[N:7]3[N:8]=[CH:9][CH:10]=[C:6]3[N:5]=2)=[O:23])=[CH:14][CH:15]=1)([CH3:21])[CH3:20], predict the reactants needed to synthesize it. The reactants are: Cl[C:2]1[N:7]2[N:8]=[CH:9][CH:10]=[C:6]2[N:5]=[C:4]([NH:11][C:12](=[O:23])[C:13]2[CH:18]=[CH:17][C:16]([C:19]([OH:22])([CH3:21])[CH3:20])=[CH:15][CH:14]=2)[CH:3]=1.[CH3:24][CH:25]1[CH2:29][CH2:28][CH2:27][NH:26]1.